Predict the reaction yield, written as a fraction of the theoretical maximum amount of product (1.0 means a 100% yield; for example, 0.34 means a 34% yield). From a dataset of Reaction yield outcomes from USPTO patents with 853,638 reactions. The product is [Cl:1][C:2]1[C:13]2[CH2:12][CH:11]([CH2:14][NH2:15])[O:10][C:9]=2[C:8]2[CH2:7][CH2:6][CH2:5][C:4]=2[CH:3]=1. The catalyst is [Pt]. The reactants are [Cl:1][C:2]1[C:13]2[CH2:12][CH:11]([CH2:14][N:15]=[N+]=[N-])[O:10][C:9]=2[C:8]2[CH2:7][CH2:6][CH2:5][C:4]=2[CH:3]=1.Cl. The yield is 0.760.